Dataset: Full USPTO retrosynthesis dataset with 1.9M reactions from patents (1976-2016). Task: Predict the reactants needed to synthesize the given product. (1) Given the product [CH3:9][C:7]1[CH:6]=[CH:5][C:3]([NH2:4])=[C:2]([B:10]2[O:14][C:13]([CH3:16])([CH3:15])[C:12]([CH3:18])([CH3:17])[O:11]2)[CH:8]=1, predict the reactants needed to synthesize it. The reactants are: Br[C:2]1[CH:8]=[C:7]([CH3:9])[CH:6]=[CH:5][C:3]=1[NH2:4].[B:10]1([B:10]2[O:14][C:13]([CH3:16])([CH3:15])[C:12]([CH3:18])([CH3:17])[O:11]2)[O:14][C:13]([CH3:16])([CH3:15])[C:12]([CH3:18])([CH3:17])[O:11]1.CC([O-])=O.[K+]. (2) Given the product [CH2:1]([NH:3][C:4]([NH:6][C:7]1[S:8][C:9]2[C:15]([C:25]3[N:24]([CH3:23])[CH:28]=[CH:27][CH:26]=3)=[CH:14][C:13]([C:17]3[CH:18]=[N:19][CH:20]=[CH:21][CH:22]=3)=[CH:12][C:10]=2[N:11]=1)=[O:5])[CH3:2], predict the reactants needed to synthesize it. The reactants are: [CH2:1]([NH:3][C:4]([NH:6][C:7]1[S:8][C:9]2[C:15](I)=[CH:14][C:13]([C:17]3[CH:18]=[N:19][CH:20]=[CH:21][CH:22]=3)=[CH:12][C:10]=2[N:11]=1)=[O:5])[CH3:2].[CH3:23][N:24]1[CH:28]=[CH:27][CH:26]=[C:25]1[Sn](CCCC)(CCCC)CCCC.